This data is from Catalyst prediction with 721,799 reactions and 888 catalyst types from USPTO. The task is: Predict which catalyst facilitates the given reaction. (1) Reactant: [CH3:1][O:2][C:3]1[CH:4]=[C:5]([CH:26]=[C:27]([O:31][CH3:32])[C:28]=1[O:29][CH3:30])[C:6]([N:8]([CH2:16][C:17]([CH3:25])=[CH:18][C:19]1[CH:24]=[CH:23][CH:22]=[CH:21][CH:20]=1)[CH2:9][CH2:10][CH:11]1[CH2:15][CH2:14][CH2:13][NH:12]1)=[O:7].C(=O)(O)[O-].[Na+].[CH2:38](Br)[CH3:39]. Product: [CH2:38]([N:12]1[CH2:13][CH2:14][CH2:15][CH:11]1[CH2:10][CH2:9][N:8]([CH2:16][C:17]([CH3:25])=[CH:18][C:19]1[CH:20]=[CH:21][CH:22]=[CH:23][CH:24]=1)[C:6](=[O:7])[C:5]1[CH:26]=[C:27]([O:31][CH3:32])[C:28]([O:29][CH3:30])=[C:3]([O:2][CH3:1])[CH:4]=1)[CH3:39]. The catalyst class is: 4. (2) Reactant: [ClH:1].[CH3:2][N:3]([CH3:54])[S:4]([C:7]1[CH:8]=[CH:9][C:10]([CH3:53])=[C:11]([C:13]2[CH:18]=[CH:17][C:16]([CH2:19][C@H:20]([NH:35][C:36]([C@H:38]3[CH2:43][CH2:42][C@H:41]([CH2:44][NH:45]C(=O)OC(C)(C)C)[CH2:40][CH2:39]3)=[O:37])[C:21](=[O:34])[NH:22][C:23]3[CH:28]=[CH:27][C:26]([C:29]4[NH:33][N:32]=[N:31][N:30]=4)=[CH:25][CH:24]=3)=[CH:15][CH:14]=2)[CH:12]=1)(=[O:6])=[O:5].C(#N)C. Product: [ClH:1].[NH2:45][CH2:44][C@H:41]1[CH2:40][CH2:39][C@H:38]([C:36]([NH:35][C@@H:20]([CH2:19][C:16]2[CH:15]=[CH:14][C:13]([C:11]3[CH:12]=[C:7]([S:4](=[O:5])(=[O:6])[N:3]([CH3:2])[CH3:54])[CH:8]=[CH:9][C:10]=3[CH3:53])=[CH:18][CH:17]=2)[C:21](=[O:34])[NH:22][C:23]2[CH:24]=[CH:25][C:26]([C:29]3[NH:30][N:31]=[N:32][N:33]=3)=[CH:27][CH:28]=2)=[O:37])[CH2:43][CH2:42]1. The catalyst class is: 12. (3) Reactant: [CH:1]1[C:14]2[N:13]([CH2:15][CH2:16][OH:17])[C:12]3[C:7](=[CH:8][CH:9]=[CH:10][CH:11]=3)[O:6][C:5]=2[CH:4]=[CH:3][CH:2]=1.C(N(CC)CC)C.[CH3:25][S:26](Cl)(=[O:28])=[O:27].O. Product: [CH3:25][S:26]([O:17][CH2:16][CH2:15][N:13]1[C:14]2[CH:1]=[CH:2][CH:3]=[CH:4][C:5]=2[O:6][C:7]2[C:12]1=[CH:11][CH:10]=[CH:9][CH:8]=2)(=[O:28])=[O:27]. The catalyst class is: 4. (4) The catalyst class is: 4. Product: [CH3:1][O:2][C:3]([CH:4]1[CH:5]([CH3:6])[O:7][CH:10]([CH2:12][OH:11])[CH2:9][N:8]1[S:13][C:14]1[CH:19]=[CH:18][C:17]([O:20][CH2:21][C:22]2[CH:27]=[CH:26][C:25]([F:28])=[CH:24][CH:23]=2)=[CH:16][CH:15]=1)=[O:29]. Reactant: [CH3:1][O:2][C:3](=[O:29])[CH:4]([N:8]([S:13][C:14]1[CH:19]=[CH:18][C:17]([O:20][CH2:21][C:22]2[CH:27]=[CH:26][C:25]([F:28])=[CH:24][CH:23]=2)=[CH:16][CH:15]=1)[CH2:9][CH:10]1[CH2:12][O:11]1)[CH:5]([OH:7])[CH3:6].O.C1(C)C=CC(S(O)(=O)=O)=CC=1.C(=O)(O)[O-].[Na+]. (5) Product: [CH2:20]([N:2]([CH2:20][C:21]1[CH:26]=[CH:25][CH:24]=[CH:23][CH:22]=1)[C@H:3]([C:9]([O:11][CH2:20][C:21]1[CH:26]=[CH:25][CH:24]=[CH:23][CH:22]=1)=[O:10])[CH2:4][CH2:5][C:6]([O:8][CH2:20][C:21]1[CH:26]=[CH:25][CH:24]=[CH:23][CH:22]=1)=[O:7])[C:21]1[CH:26]=[CH:25][CH:24]=[CH:23][CH:22]=1. Reactant: Cl.[NH2:2][C@H:3]([C:9]([OH:11])=[O:10])[CH2:4][CH2:5][C:6]([OH:8])=[O:7].[OH-].[Na+].C(=O)([O-])[O-].[K+].[K+].[CH2:20](Br)[C:21]1[CH:26]=[CH:25][CH:24]=[CH:23][CH:22]=1. The catalyst class is: 38. (6) Reactant: Cl[CH2:2][C:3]1[CH:8]=[CH:7][C:6]([N:9]2[C:13]([CH3:15])([CH3:14])[C:12](=[O:16])[N:11]([C:17]3[CH:24]=[CH:23][C:20]([C:21]#[N:22])=[C:19]([C:25]([F:28])([F:27])[F:26])[CH:18]=3)[C:10]2=[S:29])=[CH:5][C:4]=1[F:30].[CH3:31][NH:32][CH:33]1[CH2:38][CH2:37][CH2:36][CH2:35][CH2:34]1. Product: [CH:33]1([N:32]([CH2:2][C:3]2[CH:8]=[CH:7][C:6]([N:9]3[C:13]([CH3:15])([CH3:14])[C:12](=[O:16])[N:11]([C:17]4[CH:24]=[CH:23][C:20]([C:21]#[N:22])=[C:19]([C:25]([F:28])([F:27])[F:26])[CH:18]=4)[C:10]3=[S:29])=[CH:5][C:4]=2[F:30])[CH3:31])[CH2:38][CH2:37][CH2:36][CH2:35][CH2:34]1. The catalyst class is: 11. (7) The catalyst class is: 6. Product: [CH:9]1[C:8]2[CH2:7][C:6]3([C:4]4[N:3]=[CH:2][NH:1][CH:5]=4)[CH:14]([CH2:15][CH2:16][CH2:17][CH2:18]3)[C:13]=2[CH:12]=[CH:11][CH:10]=1. Reactant: [NH:1]1[CH:5]=[C:4]([C:6]23[CH2:18][CH2:17][CH2:16][CH2:15][CH:14]2[C:13]2[C:8](=[CH:9][CH:10]=[CH:11][CH:12]=2)[C:7]3=O)[N:3]=[CH:2]1.O.NN.[OH-].[K+].